Dataset: Reaction yield outcomes from USPTO patents with 853,638 reactions. Task: Predict the reaction yield, written as a fraction of the theoretical maximum amount of product (1.0 means a 100% yield; for example, 0.34 means a 34% yield). (1) The catalyst is O1CCOCC1.O.[OH-].[Na+]. The reactants are [Br:1][C:2]1[CH:3]=[C:4]([C:9]([C:13]2[CH:14]=[N:15][C:16](F)=[CH:17][CH:18]=2)=[CH:10]OC)[C:5]([NH2:8])=[N:6][CH:7]=1.Cl(O)(=O)(=O)=[O:21]. The yield is 0.770. The product is [Br:1][C:2]1[CH:3]=[C:4]2[C:9]([C:13]3[CH:18]=[CH:17][C:16]([OH:21])=[N:15][CH:14]=3)=[CH:10][NH:8][C:5]2=[N:6][CH:7]=1. (2) The reactants are [F:1][C:2]1[CH:24]=[CH:23][C:5]([O:6][C:7]2[CH:8]=[C:9]3[C:13](=[CH:14][C:15]=2[C:16]([NH2:18])=[O:17])[N:12]([CH2:19][CH:20]([CH3:22])[CH3:21])[N:11]=[CH:10]3)=[CH:4][CH:3]=1.C(N1C=CN=C1)(N1C=CN=C1)=O.[N:37]1([CH2:43][CH2:44]N)[CH2:42][CH2:41][CH2:40][CH2:39][CH2:38]1. The catalyst is C1COCC1. The product is [N:37]1([CH2:43][CH2:44][NH:18][C:16]([C:15]2[CH:14]=[C:13]3[C:9]([CH:10]=[N:11][N:12]3[CH2:19][CH:20]([CH3:22])[CH3:21])=[CH:8][C:7]=2[O:6][C:5]2[CH:23]=[CH:24][C:2]([F:1])=[CH:3][CH:4]=2)=[O:17])[CH2:42][CH2:41][CH2:40][CH2:39][CH2:38]1. The yield is 1.00. (3) The reactants are [Cl:1][C:2]1[CH:10]=[C:9]([O:11][CH:12]([CH3:14])[CH3:13])[C:8]([N:15]2[CH:19]=[CH:18][CH:17]=[N:16]2)=[CH:7][C:3]=1[C:4]([NH2:6])=[O:5].[C:20](Cl)(=[O:24])C(Cl)=O.[NH2:26][C:27]1[S:28][C:29]2[CH:35]=[C:34]([S:36]([CH:39]3[CH2:44][CH2:43][N:42](C(OC(C)(C)C)=O)[CH2:41][CH2:40]3)(=[O:38])=[O:37])[CH:33]=[CH:32][C:30]=2[N:31]=1. The catalyst is C1COCC1. The product is [Cl:1][C:2]1[CH:10]=[C:9]([O:11][CH:12]([CH3:14])[CH3:13])[C:8]([N:15]2[CH:19]=[CH:18][CH:17]=[N:16]2)=[CH:7][C:3]=1[C:4]([NH:6][C:20](=[O:24])[NH:26][C:27]1[S:28][C:29]2[CH:35]=[C:34]([S:36]([CH:39]3[CH2:44][CH2:43][NH:42][CH2:41][CH2:40]3)(=[O:38])=[O:37])[CH:33]=[CH:32][C:30]=2[N:31]=1)=[O:5]. The yield is 0.340.